This data is from Forward reaction prediction with 1.9M reactions from USPTO patents (1976-2016). The task is: Predict the product of the given reaction. (1) Given the reactants [C:1]([O:5][C:6]([NH:8][C@@H:9]([CH2:38][CH2:39][CH2:40][NH:41][C:42]([O:44][C:45]([CH3:48])([CH3:47])[CH3:46])=[O:43])[CH2:10][NH:11][C:12](=[O:37])[CH2:13][C@@H:14]([NH:29][C:30]([O:32][C:33]([CH3:36])([CH3:35])[CH3:34])=[O:31])[CH2:15][CH2:16][CH2:17][NH:18]C(=O)OCC1C=CC=CC=1)=[O:7])([CH3:4])([CH3:3])[CH3:2], predict the reaction product. The product is: [NH2:18][CH2:17][CH2:16][CH2:15][C@H:14]([NH:29][C:30](=[O:31])[O:32][C:33]([CH3:36])([CH3:35])[CH3:34])[CH2:13][C:12]([NH:11][CH2:10][C@@H:9]([NH:8][C:6]([O:5][C:1]([CH3:2])([CH3:3])[CH3:4])=[O:7])[CH2:38][CH2:39][CH2:40][NH:41][C:42]([O:44][C:45]([CH3:48])([CH3:46])[CH3:47])=[O:43])=[O:37]. (2) Given the reactants C(O[BH-](OC(=O)C)OC(=O)C)(=O)C.[Na+].O=[C:16]1[CH2:21][CH2:20][N:19]([C:22]([O:24][C:25]([CH3:28])([CH3:27])[CH3:26])=[O:23])[CH2:18][CH2:17]1.[F:29][C:30]1[CH:31]=[C:32]([CH:34]=[CH:35][CH:36]=1)[NH2:33], predict the reaction product. The product is: [F:29][C:30]1[CH:31]=[C:32]([NH:33][CH:16]2[CH2:21][CH2:20][N:19]([C:22]([O:24][C:25]([CH3:28])([CH3:27])[CH3:26])=[O:23])[CH2:18][CH2:17]2)[CH:34]=[CH:35][CH:36]=1.